Task: Predict which catalyst facilitates the given reaction.. Dataset: Catalyst prediction with 721,799 reactions and 888 catalyst types from USPTO (1) Reactant: [Br:1][C:2]1[CH:3]=[C:4](C(O)=O)[S:5][CH:6]=1.C1(P(N=[N+]=[N-])(C2C=CC=CC=2)=[O:17])C=CC=CC=1.C([N:29]([CH2:32]C)CC)C.[C:34]([OH:38])([CH3:37])([CH3:36])[CH3:35]. Product: [Br:1][C:2]1[CH:3]=[C:4]([NH:29][C:32](=[O:17])[O:38][C:34]([CH3:37])([CH3:36])[CH3:35])[S:5][CH:6]=1. The catalyst class is: 13. (2) Reactant: [NH2:1][C:2]1[CH:10]=[C:9]2[C:5]([C:6](/[CH:11]=[C:12]3\[O:13][C:14]4[C:21]([CH2:22][N:23]5[CH2:28][CH2:27][N:26](C(OC(C)(C)C)=O)[CH2:25][CH2:24]5)=[C:20]([OH:36])[CH:19]=[CH:18][C:15]=4[C:16]\3=[O:17])=[CH:7][NH:8]2)=[CH:4][CH:3]=1.[ClH:37]. Product: [ClH:37].[ClH:37].[ClH:37].[NH2:1][C:2]1[CH:10]=[C:9]2[C:5]([C:6](/[CH:11]=[C:12]3\[O:13][C:14]4[C:21]([CH2:22][N:23]5[CH2:24][CH2:25][NH:26][CH2:27][CH2:28]5)=[C:20]([OH:36])[CH:19]=[CH:18][C:15]=4[C:16]\3=[O:17])=[CH:7][NH:8]2)=[CH:4][CH:3]=1. The catalyst class is: 135. (3) Reactant: [OH:1][C@@H:2]1[CH2:9][N:8]([CH2:10][CH2:11][CH2:12][CH2:13][N:14]2[CH2:19][CH2:18][NH:17][C@@H:16]([CH3:20])[C:15]2=[O:21])[CH2:7][CH2:6][C:3]21[CH2:5][CH2:4]2.Cl[C:23]([O:25][C:26]1[CH:35]=[CH:34][C:33]2[C:28](=[CH:29][CH:30]=[CH:31][CH:32]=2)[CH:27]=1)=[S:24].C(N(CC)CC)C.C(NCC)C. Product: [CH:27]1[C:28]2[C:33](=[CH:32][CH:31]=[CH:30][CH:29]=2)[CH:34]=[CH:35][C:26]=1[O:25][C:23]([N:17]1[CH2:18][CH2:19][N:14]([CH2:13][CH2:12][CH2:11][CH2:10][N:8]2[CH2:7][CH2:6][C:3]3([CH2:4][CH2:5]3)[C@H:2]([OH:1])[CH2:9]2)[C:15](=[O:21])[C@@H:16]1[CH3:20])=[S:24]. The catalyst class is: 7.